The task is: Predict the reaction yield, written as a fraction of the theoretical maximum amount of product (1.0 means a 100% yield; for example, 0.34 means a 34% yield).. This data is from Reaction yield outcomes from USPTO patents with 853,638 reactions. (1) The reactants are Br[C:2]1[C:7]2[S:8][C:9]([C:11]3[C:18]([Cl:19])=[CH:17][CH:16]=[CH:15][C:12]=3[C:13]#[N:14])=[N:10][C:6]=2[C:5]([F:20])=[CH:4][N:3]=1.[NH2:21][C:22]1[N:27]=[CH:26][N:25]=[C:24]([CH2:28][OH:29])[CH:23]=1.CC1(C)C2C(=C(P(C3C=CC=CC=3)C3C=CC=CC=3)C=CC=2)OC2C(P(C3C=CC=CC=3)C3C=CC=CC=3)=CC=CC1=2.C([O-])([O-])=O.[Cs+].[Cs+]. The catalyst is O1CCOCC1.CCOC(C)=O.O.C1C=CC(/C=C/C(/C=C/C2C=CC=CC=2)=O)=CC=1.C1C=CC(/C=C/C(/C=C/C2C=CC=CC=2)=O)=CC=1.C1C=CC(/C=C/C(/C=C/C2C=CC=CC=2)=O)=CC=1.[Pd].[Pd]. The product is [Cl:19][C:18]1[C:11]([C:9]2[S:8][C:7]3[C:2]([NH:21][C:22]4[CH:23]=[C:24]([CH2:28][OH:29])[N:25]=[CH:26][N:27]=4)=[N:3][CH:4]=[C:5]([F:20])[C:6]=3[N:10]=2)=[C:12]([CH:15]=[CH:16][CH:17]=1)[C:13]#[N:14]. The yield is 0.520. (2) The reactants are [CH2:1]([O:3][C@H:4]1[CH2:9][CH2:8][C@H:7]([C:10](OC)=[O:11])[CH2:6][CH2:5]1)[CH3:2].[H-].[H-].[H-].[H-].[Li+].[Al+3].C(OCC)(=O)C. The catalyst is C1COCC1. The product is [CH2:1]([O:3][C@H:4]1[CH2:9][CH2:8][C@H:7]([CH2:10][OH:11])[CH2:6][CH2:5]1)[CH3:2]. The yield is 0.360.